Dataset: Forward reaction prediction with 1.9M reactions from USPTO patents (1976-2016). Task: Predict the product of the given reaction. (1) Given the reactants Br[C:2]1[C:11]2[C:6](=[CH:7][C:8]([O:12][CH2:13][CH2:14][S:15][CH3:16])=[CH:9][CH:10]=2)[C:5](=[O:17])[N:4]([CH:18]([CH3:20])[CH3:19])[N:3]=1.CC(C)([O-])C.[Na+].[NH2:27][C:28]1[CH:32]=[C:31]([CH3:33])[NH:30][N:29]=1.C(P(C(C)(C)C)C1C=CC=CC=1C1C=CC=CC=1)(C)(C)C, predict the reaction product. The product is: [CH:18]([N:4]1[N:3]=[C:2]([NH:27][C:28]2[CH:32]=[C:31]([CH3:33])[NH:30][N:29]=2)[C:11]2[C:6](=[CH:7][C:8]([O:12][CH2:13][CH2:14][S:15][CH3:16])=[CH:9][CH:10]=2)[C:5]1=[O:17])([CH3:20])[CH3:19]. (2) Given the reactants [N:1]([C:4]1[CH:9]=[CH:8][C:7]([O:10][CH2:11][C:12]([F:15])([F:14])[F:13])=[CH:6][CH:5]=1)=[C:2]=[S:3].[H-].[Na+].[NH2:18]/[C:19](/[N:26]([CH2:38][C:39]1[CH:44]=[CH:43][C:42]([O:45][CH3:46])=[CH:41][C:40]=1[O:47][CH3:48])[CH2:27][C:28]1[CH:33]=[CH:32][C:31]([O:34][CH3:35])=[CH:30][C:29]=1[O:36][CH3:37])=[CH:20]\[C:21](OCC)=[O:22].Cl, predict the reaction product. The product is: [CH3:48][O:47][C:40]1[CH:41]=[C:42]([O:45][CH3:46])[CH:43]=[CH:44][C:39]=1[CH2:38][N:26]([CH2:27][C:28]1[CH:33]=[CH:32][C:31]([O:34][CH3:35])=[CH:30][C:29]=1[O:36][CH3:37])[C:19]1[NH:18][C:2](=[S:3])[N:1]([C:4]2[CH:5]=[CH:6][C:7]([O:10][CH2:11][C:12]([F:13])([F:15])[F:14])=[CH:8][CH:9]=2)[C:21](=[O:22])[CH:20]=1. (3) Given the reactants [CH3:1][CH:2]([O:4][C:5]([CH2:7][CH2:8][CH2:9]/[CH:10]=[CH:11]\[CH2:12][C@@H:13]1[C@@H:17]([CH2:18][CH2:19][C@@H:20]([OH:29])[CH2:21][CH2:22][C:23]2[CH:28]=[CH:27][CH:26]=[CH:25][CH:24]=2)[C@H:16]([OH:30])[CH2:15][C@@H:14]1[OH:31])=[O:6])[CH3:3].[NH2:32][C@H:33]([C:41]([OH:43])=[O:42])[CH2:34][CH2:35][CH2:36][NH:37][C:38](=[NH:40])[NH2:39], predict the reaction product. The product is: [CH3:3][CH:2]([O:4][C:5]([CH2:7][CH2:8][CH2:9]/[CH:10]=[CH:11]\[CH2:12][C@@H:13]1[C@@H:17]([CH2:18][CH2:19][C@@H:20]([OH:29])[CH2:21][CH2:22][C:23]2[CH:28]=[CH:27][CH:26]=[CH:25][CH:24]=2)[C@H:16]([OH:30])[CH2:15][C@@H:14]1[OH:31])=[O:6])[CH3:1].[NH2:32][C@H:33]([C:41]([OH:43])=[O:42])[CH2:34][CH2:35][CH2:36][NH:37][C:38](=[NH:39])[NH2:40]. (4) Given the reactants CO[C:3](=[O:24])[C:4]1[CH:9]=[CH:8][C:7]([O:10][CH2:11][C:12]2[C:13]([C:18]3[CH:23]=[CH:22][CH:21]=[CH:20][N:19]=3)=[N:14][O:15][C:16]=2[CH3:17])=[N:6][CH:5]=1.[NH:25]1[CH2:30][CH2:29][O:28][CH2:27][CH2:26]1, predict the reaction product. The product is: [CH3:17][C:16]1[O:15][N:14]=[C:13]([C:18]2[CH:23]=[CH:22][CH:21]=[CH:20][N:19]=2)[C:12]=1[CH2:11][O:10][C:7]1[N:6]=[CH:5][C:4]([C:3]([N:25]2[CH2:30][CH2:29][O:28][CH2:27][CH2:26]2)=[O:24])=[CH:9][CH:8]=1.